From a dataset of Forward reaction prediction with 1.9M reactions from USPTO patents (1976-2016). Predict the product of the given reaction. (1) The product is: [CH2:29]([O:31][C:32]([C:34]1([C:37]2[CH:42]=[CH:41][C:40]([C:2]3[CH:3]=[CH:4][C:5]([C:8]4[O:12][N:11]=[C:10]([CH3:13])[C:9]=4[CH:14]([OH:28])[CH2:15][O:16][CH2:17][C:18]4[CH:23]=[CH:22][CH:21]=[C:20]([C:24]([F:25])([F:26])[F:27])[CH:19]=4)=[CH:6][CH:7]=3)=[CH:39][CH:38]=2)[CH2:35][CH2:36]1)=[O:33])[CH3:30]. Given the reactants Br[C:2]1[CH:7]=[CH:6][C:5]([C:8]2[O:12][N:11]=[C:10]([CH3:13])[C:9]=2[CH:14]([OH:28])[CH2:15][O:16][CH2:17][C:18]2[CH:23]=[CH:22][CH:21]=[C:20]([C:24]([F:27])([F:26])[F:25])[CH:19]=2)=[CH:4][CH:3]=1.[CH2:29]([O:31][C:32]([C:34]1([C:37]2[CH:42]=[CH:41][C:40](B3OC(C)(C)C(C)(C)O3)=[CH:39][CH:38]=2)[CH2:36][CH2:35]1)=[O:33])[CH3:30], predict the reaction product. (2) Given the reactants [NH:1]([C:3]1[CH:8]=[N:7][CH:6]=[CH:5][N:4]=1)[NH2:2].[Cl:9][C:10]1[CH:18]=[CH:17][C:13]([C:14](O)=O)=[CH:12][CH:11]=1.[OH-].[NH4+], predict the reaction product. The product is: [Cl:9][C:10]1[CH:18]=[CH:17][C:13]([C:14]2[N:4]3[CH:5]=[CH:6][N:7]=[CH:8][C:3]3=[N:1][N:2]=2)=[CH:12][CH:11]=1. (3) Given the reactants [CH2:1]([N:4]1[C:10](=[O:11])[C:9]2[CH:12]=[CH:13][CH:14]=[CH:15][C:8]=2[O:7][C:6]2[CH:16]=[CH:17][CH:18]=[CH:19][C:5]1=2)[C:2]#[CH:3].I[C:21]1[CH:30]=[CH:29][C:24]([C:25]([O:27][CH3:28])=[O:26])=[CH:23][CH:22]=1.C(N(CC)CC)C.C(OCC)(=O)C, predict the reaction product. The product is: [O:11]=[C:10]1[C:9]2[CH:12]=[CH:13][CH:14]=[CH:15][C:8]=2[O:7][C:6]2[CH:16]=[CH:17][CH:18]=[CH:19][C:5]=2[N:4]1[CH2:1][C:2]#[C:3][C:21]1[CH:30]=[CH:29][C:24]([C:25]([O:27][CH3:28])=[O:26])=[CH:23][CH:22]=1. (4) The product is: [Cl:1][C:2]1[CH:3]=[CH:4][C:5]([OH:12])=[C:6]([NH:8][C:9]([NH2:11])=[O:10])[CH:7]=1. Given the reactants [Cl:1][C:2]1[CH:3]=[CH:4][C:5]([O:12]C)=[C:6]([NH:8][C:9]([NH2:11])=[O:10])[CH:7]=1.B(Br)(Br)Br, predict the reaction product.